Dataset: Full USPTO retrosynthesis dataset with 1.9M reactions from patents (1976-2016). Task: Predict the reactants needed to synthesize the given product. (1) Given the product [NH2:59][C:55]([CH3:58])([CH3:54])[CH2:56][NH:57][C:17]([C:13]1[N:8]2[CH:9]=[C:10]([CH3:12])[CH:11]=[C:6]([O:5][CH2:4][C:3]3[C:2]([F:1])=[CH:23][CH:22]=[CH:21][C:20]=3[F:24])[C:7]2=[N:15][C:14]=1[CH3:16])=[O:18], predict the reactants needed to synthesize it. The reactants are: [F:1][C:2]1[CH:23]=[CH:22][CH:21]=[C:20]([F:24])[C:3]=1[CH2:4][O:5][C:6]1[C:7]2[N:8]([C:13]([C:17](O)=[O:18])=[C:14]([CH3:16])[N:15]=2)[CH:9]=[C:10]([CH3:12])[CH:11]=1.F[B-](F)(F)F.N1(O[C+](N(C)C)N(C)C)C2C=CC=CC=2N=N1.CN1CCOCC1.[CH3:54][C:55]([NH2:59])([CH3:58])[CH2:56][NH2:57]. (2) Given the product [N:27]1[CH:32]=[CH:31][CH:30]=[N:29][C:28]=1[NH:33][S:34]([C:37]1[CH:42]=[CH:41][C:40]([NH:43][C:44]([N:4]2[CH2:3][CH2:2][N:1]([C:7]3[N:12]=[CH:11][N:10]=[C:9]4[C:8]=3[S:15][C:14]3[N:16]=[CH:17][CH:18]=[CH:19][C:13]4=3)[CH2:6][CH2:5]2)=[S:45])=[CH:39][CH:38]=1)(=[O:36])=[O:35], predict the reactants needed to synthesize it. The reactants are: [N:1]1([C:7]2[C:8]3[S:15][C:14]4[N:16]=[CH:17][CH:18]=[CH:19][C:13]=4[C:9]=3[N:10]=[CH:11][N:12]=2)[CH2:6][CH2:5][NH:4][CH2:3][CH2:2]1.N1C=CC=CC=1.[Cl-].[N:27]1[CH:32]=[CH:31][CH:30]=[N:29][C:28]=1[NH:33][S:34]([C:37]1[CH:42]=[CH:41][C:40]([NH:43][CH:44]=[S:45])=[CH:39][CH:38]=1)(=[O:36])=[O:35].CO. (3) Given the product [F:9][C:8]([F:11])([F:10])[C:3]1[CH:4]=[CH:5][CH:6]=[CH:7][C:2]=1[C:2]1[CH:7]=[CH:6][CH:5]=[CH:4][C:3]=1[C:8]([F:11])([F:10])[F:9], predict the reactants needed to synthesize it. The reactants are: I[C:2]1[CH:7]=[CH:6][CH:5]=[CH:4][C:3]=1[C:8]([F:11])([F:10])[F:9]. (4) The reactants are: [CH2:1]([O:3][C:4]([C:6]1[C:7]([C:12]2[CH:17]=[C:16]([F:18])[CH:15]=[CH:14][C:13]=2[F:19])=[N:8][O:9][C:10]=1[CH3:11])=O)[CH3:2].C(O[C:23]([C:25]1[C:26](C2C=CC=CC=2F)=[N:27][O:28][C:29]=1C)=O)C. Given the product [F:19][C:13]1[CH:14]=[CH:15][C:16]([F:18])=[CH:17][C:12]=1[C:7]1[C:6]([CH2:4][O:3][C:1]2[CH:2]=[CH:23][C:25]([C:29]([NH:8][CH:7]([CH3:12])[CH3:6])=[O:28])=[CH:26][N:27]=2)=[C:10]([CH3:11])[O:9][N:8]=1, predict the reactants needed to synthesize it.